Dataset: Reaction yield outcomes from USPTO patents with 853,638 reactions. Task: Predict the reaction yield, written as a fraction of the theoretical maximum amount of product (1.0 means a 100% yield; for example, 0.34 means a 34% yield). The reactants are [C:1](/[C:3](=[C:7](\OCC)/[CH3:8])/[C:4](=[S:6])[NH2:5])#[N:2].[NH3:12]. The catalyst is CO. The product is [NH2:12]/[C:7](/[CH3:8])=[C:3](\[C:1]#[N:2])/[C:4](=[S:6])[NH2:5]. The yield is 0.630.